This data is from Full USPTO retrosynthesis dataset with 1.9M reactions from patents (1976-2016). The task is: Predict the reactants needed to synthesize the given product. (1) Given the product [F:1][C:2]([F:26])([F:27])[C:3]1[CH:4]=[C:5]([NH:9][C:10](=[O:25])[C:11](=[CH:35][C:31]2[CH:32]=[N:33][CH:34]=[C:29]([CH3:28])[CH:30]=2)[C:12]([NH:14][C:15]2[CH:20]=[CH:19][CH:18]=[C:17]([C:21]([F:24])([F:23])[F:22])[CH:16]=2)=[O:13])[CH:6]=[CH:7][CH:8]=1, predict the reactants needed to synthesize it. The reactants are: [F:1][C:2]([F:27])([F:26])[C:3]1[CH:4]=[C:5]([NH:9][C:10](=[O:25])[CH2:11][C:12]([NH:14][C:15]2[CH:20]=[CH:19][CH:18]=[C:17]([C:21]([F:24])([F:23])[F:22])[CH:16]=2)=[O:13])[CH:6]=[CH:7][CH:8]=1.[CH3:28][C:29]1[CH:30]=[C:31]([CH:35]=O)[CH:32]=[N:33][CH:34]=1. (2) Given the product [Si:5]([O:6][CH2:7][CH2:8][CH:9]1[C:14]2[S:15][C:16]([C:18]([OH:20])=[O:19])=[C:17]([F:38])[C:13]=2[CH2:12][CH2:11][O:10]1)([C:1]([CH3:2])([CH3:4])[CH3:3])([CH3:22])[CH3:21], predict the reactants needed to synthesize it. The reactants are: [C:1]([Si:5]([CH3:22])([CH3:21])[O:6][CH2:7][CH2:8][CH:9]1[C:14]2[S:15][C:16]([C:18]([OH:20])=[O:19])=[CH:17][C:13]=2[CH2:12][CH2:11][O:10]1)([CH3:4])([CH3:3])[CH3:2].C([Li])(C)(C)C.C1C=CC(S(N(S(C2C=CC=CC=2)(=O)=O)[F:38])(=O)=O)=CC=1.Cl. (3) Given the product [CH3:1][C@H:2]([CH2:6][S:11]([CH3:15])(=[O:13])=[O:10])[C:3]([OH:5])=[O:4], predict the reactants needed to synthesize it. The reactants are: [CH3:1][C@H:2]([CH2:6]SC)[C:3]([OH:5])=[O:4].O[O:10][S:11]([O-:13])=O.[K+].[CH3:15]C(C)=O. (4) Given the product [Cl:34][CH2:2][C:3]1[CH:8]=[CH:7][C:6]([CH2:9][CH2:10][NH:11][C:12](=[O:31])[CH2:13][CH:14]2[C:19](=[O:20])[NH:18][CH:17]=[CH:16][N:15]2[S:21]([C:24]2[CH:29]=[CH:28][C:27]([CH3:30])=[CH:26][CH:25]=2)(=[O:23])=[O:22])=[CH:5][CH:4]=1, predict the reactants needed to synthesize it. The reactants are: O[CH2:2][C:3]1[CH:8]=[CH:7][C:6]([CH2:9][CH2:10][NH:11][C:12](=[O:31])[CH2:13][CH:14]2[C:19](=[O:20])[NH:18][CH:17]=[CH:16][N:15]2[S:21]([C:24]2[CH:29]=[CH:28][C:27]([CH3:30])=[CH:26][CH:25]=2)(=[O:23])=[O:22])=[CH:5][CH:4]=1.O=S(Cl)[Cl:34]. (5) Given the product [Cl:13][C:4]1[CH:49]=[C:47]([C:48]([O:59][CH2:52][C:37]2[CH:38]=[CH:39][CH:40]=[CH:41][CH:42]=2)=[O:62])[CH:12]=[CH:11][C:5]=1[C:6]([O:8][CH2:9][CH3:10])=[O:7], predict the reactants needed to synthesize it. The reactants are: BrC1[CH:12]=[CH:11][C:5]([C:6]([O:8][CH2:9][CH3:10])=[O:7])=[C:4]([Cl:13])C=1.[C:37]1(P([C:37]2[CH:42]=[CH:41][CH:40]=[CH:39][CH:38]=2)CCCP([C:37]2[CH:42]=[CH:41][CH:40]=[CH:39][CH:38]=2)[C:37]2[CH:42]=[CH:41][CH:40]=[CH:39][CH:38]=2)[CH:42]=[CH:41][CH:40]=[CH:39][CH:38]=1.C(N(CC)[CH:47]([CH3:49])[CH3:48])(C)C.[CH2:52]([OH:59])C1C=CC=CC=1.CS(C)=[O:62]. (6) Given the product [N:35]1([S:32]([N:6]([CH2:5][C:4]([OH:41])=[O:3])[CH2:7][C:8]2[CH:13]=[CH:12][CH:11]=[C:10]([O:14][CH2:15][C:16]3[N:17]=[C:18]([C:22]4[CH:23]=[CH:24][C:25]([C:28]([F:31])([F:29])[F:30])=[CH:26][CH:27]=4)[O:19][C:20]=3[CH3:21])[CH:9]=2)(=[O:33])=[O:34])[CH2:40][CH2:39][CH2:38][CH2:37][CH2:36]1, predict the reactants needed to synthesize it. The reactants are: C([O:3][C:4](=[O:41])[CH2:5][N:6]([S:32]([N:35]1[CH2:40][CH2:39][CH2:38][CH2:37][CH2:36]1)(=[O:34])=[O:33])[CH2:7][C:8]1[CH:13]=[CH:12][CH:11]=[C:10]([O:14][CH2:15][C:16]2[N:17]=[C:18]([C:22]3[CH:27]=[CH:26][C:25]([C:28]([F:31])([F:30])[F:29])=[CH:24][CH:23]=3)[O:19][C:20]=2[CH3:21])[CH:9]=1)C.O.[OH-].[Li+]. (7) Given the product [Br:7][C:8]1[CH:9]=[CH:10][C:11]([F:17])=[C:12]([CH2:13][OH:14])[CH:16]=1, predict the reactants needed to synthesize it. The reactants are: B.C1COCC1.[Br:7][C:8]1[CH:9]=[CH:10][C:11]([F:17])=[C:12]([CH:16]=1)[C:13](O)=[O:14].